The task is: Predict the product of the given reaction.. This data is from Forward reaction prediction with 1.9M reactions from USPTO patents (1976-2016). (1) The product is: [Cl:12][CH2:13][C:14]1[N:9]=[C:7]([C:6]2[CH:10]=[CH:11][C:3]([O:2][CH3:1])=[CH:4][CH:5]=2)[O:8][CH:16]=1. Given the reactants [CH3:1][O:2][C:3]1[CH:11]=[CH:10][C:6]([C:7]([NH2:9])=[O:8])=[CH:5][CH:4]=1.[Cl:12][CH2:13][C:14]([CH2:16]Cl)=O, predict the reaction product. (2) Given the reactants [Br:1][C:2]1[N:6]2[CH2:7][CH2:8][NH:9][CH2:10][C:5]2=[N:4][N:3]=1.BrC1N2CCN(C(OC(C)(C)C)=O)CC2=NN=1.CCN(CC1C=CC=CC=1)CC.C=CC1C=CC=CC=1.C=CC1C=CC(C=C)=CC=1.[Cl:58][C:59]1[C:67]([C:68]([F:71])([F:70])[F:69])=[CH:66][CH:65]=[CH:64][C:60]=1[C:61](Cl)=[O:62], predict the reaction product. The product is: [Br:1][C:2]1[N:6]2[CH2:7][CH2:8][N:9]([C:61]([C:60]3[CH:64]=[CH:65][CH:66]=[C:67]([C:68]([F:69])([F:70])[F:71])[C:59]=3[Cl:58])=[O:62])[CH2:10][C:5]2=[N:4][N:3]=1.